Dataset: Reaction yield outcomes from USPTO patents with 853,638 reactions. Task: Predict the reaction yield, written as a fraction of the theoretical maximum amount of product (1.0 means a 100% yield; for example, 0.34 means a 34% yield). The reactants are C([N:8]1[CH2:13][C:12]([CH3:15])([CH3:14])[CH2:11][CH2:10][CH:9]1[CH2:16][NH:17][C:18](=[O:23])[C:19]([F:22])([F:21])[F:20])C1C=CC=CC=1.[C:32](O[C:32]([O:34][C:35]([CH3:38])([CH3:37])[CH3:36])=[O:33])([O:34][C:35]([CH3:38])([CH3:37])[CH3:36])=[O:33]. The catalyst is C(O)C.[Pd]. The product is [C:35]([O:34][C:32]([N:8]1[CH2:13][C:12]([CH3:14])([CH3:15])[CH2:11][CH2:10][CH:9]1[CH2:16][NH:17][C:18](=[O:23])[C:19]([F:21])([F:22])[F:20])=[O:33])([CH3:36])([CH3:37])[CH3:38]. The yield is 0.930.